Dataset: Forward reaction prediction with 1.9M reactions from USPTO patents (1976-2016). Task: Predict the product of the given reaction. Given the reactants [F:1][C:2]([F:9])([F:8])[CH2:3][S:4](Cl)(=[O:6])=[O:5].[CH:10]1([O:15][C:16]2[CH:17]=[C:18]([NH:22][CH2:23][C:24]3[CH:25]=[N:26][CH:27]=[N:28][CH:29]=3)[CH:19]=[CH:20][CH:21]=2)[CH2:14][CH2:13][CH2:12][CH2:11]1, predict the reaction product. The product is: [CH:10]1([O:15][C:16]2[CH:17]=[C:18]([N:22]([CH2:23][C:24]3[CH:25]=[N:26][CH:27]=[N:28][CH:29]=3)[S:4]([CH2:3][C:2]([F:9])([F:8])[F:1])(=[O:6])=[O:5])[CH:19]=[CH:20][CH:21]=2)[CH2:11][CH2:12][CH2:13][CH2:14]1.